From a dataset of Catalyst prediction with 721,799 reactions and 888 catalyst types from USPTO. Predict which catalyst facilitates the given reaction. Reactant: [H-].[Na+].[CH2:3]([OH:10])[C:4]1[CH:9]=[CH:8][CH:7]=[CH:6][CH:5]=1.Br[C:12]1[C:13]([NH2:19])=[N:14][CH:15]=[C:16]([Br:18])[N:17]=1. Product: [CH2:3]([O:10][C:12]1[C:13]([NH2:19])=[N:14][CH:15]=[C:16]([Br:18])[N:17]=1)[C:4]1[CH:9]=[CH:8][CH:7]=[CH:6][CH:5]=1. The catalyst class is: 1.